From a dataset of Forward reaction prediction with 1.9M reactions from USPTO patents (1976-2016). Predict the product of the given reaction. (1) Given the reactants [CH3:1][C:2]1[C:11]2[CH:10]=[CH:9][CH:8]=[C:7]([NH2:12])[C:6]=2[CH:5]=[CH:4][N:3]=1.[F:13][C:14]([F:26])([F:25])[C:15]1[CH:24]=[CH:23][C:18]([CH2:19][N:20]=[C:21]=[O:22])=[CH:17][CH:16]=1, predict the reaction product. The product is: [CH3:1][C:2]1[C:11]2[C:6](=[C:7]([NH:12][C:21]([NH:20][CH2:19][C:18]3[CH:17]=[CH:16][C:15]([C:14]([F:13])([F:26])[F:25])=[CH:24][CH:23]=3)=[O:22])[CH:8]=[CH:9][CH:10]=2)[CH:5]=[CH:4][N:3]=1. (2) Given the reactants [NH2:1][C:2]1[N:7]=[C:6](/[C:8](=[C:11]2\[NH:12][C:13]3[CH:21]=[CH:20][CH:19]=[CH:18][C:14]=3[N:15]\2[CH2:16][CH3:17])/[C:9]#[N:10])[C:5]([CH3:22])=[CH:4][N:3]=1.[CH3:23][C:24]([O:27][C:28]([N:30]1[CH2:34][CH:33]([C:35](O)=[O:36])[CH2:32][CH2:31]1)=[O:29])([CH3:26])[CH3:25], predict the reaction product. The product is: [C:9](/[C:8](=[C:11]1/[NH:12][C:13]2[CH:21]=[CH:20][CH:19]=[CH:18][C:14]=2[N:15]/1[CH2:16][CH3:17])/[C:6]1[C:5]([CH3:22])=[CH:4][N:3]=[C:2]([NH:1][C:35]([CH:33]2[CH2:32][CH2:31][N:30]([C:28]([O:27][C:24]([CH3:26])([CH3:25])[CH3:23])=[O:29])[CH2:34]2)=[O:36])[N:7]=1)#[N:10]. (3) Given the reactants [C:1]([O:5][C:6](=[O:18])[CH:7]=[CH:8][C:9]1[CH:14]=[CH:13][C:12]([OH:15])=[CH:11][C:10]=1[CH:16]=[O:17])([CH3:4])([CH3:3])[CH3:2].[CH2:19](Br)[C:20]1[CH:25]=[CH:24][CH:23]=[CH:22][CH:21]=1.C([O-])([O-])=O.[Cs+].[Cs+], predict the reaction product. The product is: [C:1]([O:5][C:6](=[O:18])[CH:7]=[CH:8][C:9]1[CH:14]=[CH:13][C:12]([O:15][CH2:19][C:20]2[CH:25]=[CH:24][CH:23]=[CH:22][CH:21]=2)=[CH:11][C:10]=1[CH:16]=[O:17])([CH3:4])([CH3:2])[CH3:3]. (4) Given the reactants [O:1]=[C:2]([C:9]#[CH:10])[CH2:3][CH2:4][CH2:5][C:6]([OH:8])=[O:7].[C:11]1([CH3:18])[CH:16]=[CH:15][C:14]([SH:17])=[CH:13][CH:12]=1, predict the reaction product. The product is: [O:1]=[C:2]([CH2:9][CH:10]([S:17][C:14]1[CH:15]=[CH:16][C:11]([CH3:18])=[CH:12][CH:13]=1)[S:17][C:14]1[CH:15]=[CH:16][C:11]([CH3:18])=[CH:12][CH:13]=1)[CH2:3][CH2:4][CH2:5][C:6]([OH:8])=[O:7]. (5) Given the reactants [CH2:1]([C:3]1([CH3:23])[CH:8]([CH3:9])[C:7](=O)[CH2:6][C:5]([CH2:12][CH3:13])([CH3:11])[N:4]1[O:14][CH:15]([C:17]1[CH:22]=[CH:21][CH:20]=[CH:19][CH:18]=1)[CH3:16])[CH3:2].Cl.[NH2:25][NH:26][C:27]([NH2:29])=[O:28], predict the reaction product. The product is: [CH2:1]([C:3]1([CH3:23])[CH:8]([CH3:9])[C:7](=[N:25][NH:26][C:27]([NH2:29])=[O:28])[CH2:6][C:5]([CH2:12][CH3:13])([CH3:11])[N:4]1[O:14][CH:15]([C:17]1[CH:18]=[CH:19][CH:20]=[CH:21][CH:22]=1)[CH3:16])[CH3:2]. (6) Given the reactants [C:1]([O:5][C:6]([C:8]([NH2:12])([OH:11])[CH2:9][CH3:10])=[O:7])([CH3:4])([CH3:3])[CH3:2].[CH3:13][CH:14]([C:28]([OH:30])=[O:29])[C:15]1[CH:16]=[CH:17][C:18]([C:22]2[CH:23]=[CH:24][CH:25]=[CH:26][CH:27]=2)=[C:19]([F:21])[CH:20]=1.CCN=C=NCCCN(C)C.Cl.C(OCC)(=O)C, predict the reaction product. The product is: [C:6]([C:8]([NH2:12])([OH:11])[CH2:9][CH3:10])([O:5][C:1]([CH3:2])([CH3:4])[CH3:3])=[O:7].[CH3:13][CH:14]([C:28]([OH:30])=[O:29])[C:15]1[CH:16]=[CH:17][C:18]([C:22]2[CH:27]=[CH:26][CH:25]=[CH:24][CH:23]=2)=[C:19]([F:21])[CH:20]=1. (7) Given the reactants C1C2(CCCNC2)CCN1[CH2:11][C@@H:12]([C:14]1[CH:23]=[CH:22][C:17]2[C:18](=[O:21])[O:19][CH2:20][C:16]=2[C:15]=1[CH3:24])[OH:13], predict the reaction product. The product is: [CH3:24][C:15]1[C:16]2[CH2:20][O:19][C:18](=[O:21])[C:17]=2[CH:22]=[CH:23][C:14]=1[C@@H:12]1[CH2:11][O:13]1. (8) Given the reactants [CH3:1][O:2][C:3]1[CH:4]=[C:5]([CH:9]=[CH:10][C:11]=1[N+:12]([O-:14])=[O:13])[C:6](Cl)=[O:7].[CH2:15]([N:22]1[CH2:26][CH2:25][C@H:24]([OH:27])[CH2:23]1)[C:16]1[CH:21]=[CH:20][CH:19]=[CH:18][CH:17]=1.N1C=CC=CC=1, predict the reaction product. The product is: [CH2:15]([N:22]1[CH2:26][CH2:25][C@H:24]([O:27][C:6](=[O:7])[C:5]2[CH:9]=[CH:10][C:11]([N+:12]([O-:14])=[O:13])=[C:3]([O:2][CH3:1])[CH:4]=2)[CH2:23]1)[C:16]1[CH:17]=[CH:18][CH:19]=[CH:20][CH:21]=1. (9) Given the reactants Cl[C:2]1[N:3]=[C:4]([N:17]2[CH2:22][CH2:21][O:20][CH2:19][CH2:18]2)[C:5]2[S:10][C:9]([N:11]3[CH2:15][CH2:14][O:13][C:12]3=[O:16])=[CH:8][C:6]=2[N:7]=1.CC1(C)C(C)(C)OB([C:31]2[CH:39]=[CH:38][CH:37]=[C:36]3[C:32]=2[CH:33]=[N:34][NH:35]3)O1, predict the reaction product. The product is: [NH:35]1[C:36]2[C:32](=[C:31]([C:2]3[N:3]=[C:4]([N:17]4[CH2:22][CH2:21][O:20][CH2:19][CH2:18]4)[C:5]4[S:10][C:9]([N:11]5[CH2:15][CH2:14][O:13][C:12]5=[O:16])=[CH:8][C:6]=4[N:7]=3)[CH:39]=[CH:38][CH:37]=2)[CH:33]=[N:34]1. (10) Given the reactants [Br:1][C:2]1[CH:9]=[CH:8][C:5]([CH:6]=O)=[C:4]([O:10][CH:11]([C:13]#[CH:14])[CH3:12])[CH:3]=1.C1(P(C2C=CC=CC=2)(C2C=CC=CC=2)=[CH:22][CH:23]=[O:24])C=CC=CC=1, predict the reaction product. The product is: [Br:1][C:2]1[CH:9]=[CH:8][C:5]([CH:6]=[CH:22][CH:23]=[O:24])=[C:4]([O:10][CH:11]([C:13]#[CH:14])[CH3:12])[CH:3]=1.